Dataset: Reaction yield outcomes from USPTO patents with 853,638 reactions. Task: Predict the reaction yield, written as a fraction of the theoretical maximum amount of product (1.0 means a 100% yield; for example, 0.34 means a 34% yield). The reactants are [CH3:1][O:2][C:3]([C:5]1[CH:6]=[C:7]([Cl:30])[CH:8]=[C:9]2[C:14]=1[NH:13][CH:12]([C:15]1[CH:20]=[CH:19][CH:18]=[C:17]([NH:21][C:22]([C:25](O)=[O:26])([CH3:24])[CH3:23])[CH:16]=1)[C:11]([CH3:29])([CH3:28])[CH2:10]2)=[O:4].Cl.[CH3:32][N:33](C)CCCN=C=NCC.CN.C(N(CC)CC)C. The catalyst is CN(C)C1C=CN=CC=1.O1CCCC1.ClCCl. The product is [CH3:1][O:2][C:3]([C:5]1[CH:6]=[C:7]([Cl:30])[CH:8]=[C:9]2[C:14]=1[NH:13][CH:12]([C:15]1[CH:20]=[CH:19][CH:18]=[C:17]([NH:21][C:22]([CH3:24])([C:25](=[O:26])[NH:33][CH3:32])[CH3:23])[CH:16]=1)[C:11]([CH3:28])([CH3:29])[CH2:10]2)=[O:4]. The yield is 1.00.